This data is from Forward reaction prediction with 1.9M reactions from USPTO patents (1976-2016). The task is: Predict the product of the given reaction. Given the reactants Br[C:2]1[CH:10]=[CH:9][CH:8]=[C:7]2[C:3]=1[CH:4]=[CH:5][N:6]2[C:11]1[CH:16]=[CH:15][N:14]=[C:13]([NH:17][CH:18]2[CH2:23][CH2:22][CH:21]([C:24]([N:26]3[CH2:31][CH2:30][CH:29]([OH:32])[CH2:28][CH2:27]3)=[O:25])[CH2:20][CH2:19]2)[N:12]=1.[C:33]1(B(O)O)[CH:38]=[CH:37][CH:36]=[CH:35][CH:34]=1.[C:42]([O-])([O-])=[O:43].[Na+].[Na+].C1(C)C=CC=CC=1, predict the reaction product. The product is: [NH4+:6].[OH-:25].[CH3:42][OH:43].[OH:32][CH:29]1[CH2:30][CH2:31][N:26]([C:24]([CH:21]2[CH2:20][CH2:19][CH:18]([NH:17][C:13]3[N:12]=[C:11]([N:6]4[C:7]5[C:3](=[C:2]([C:33]6[CH:38]=[CH:37][CH:36]=[CH:35][CH:34]=6)[CH:10]=[CH:9][CH:8]=5)[CH:4]=[CH:5]4)[CH:16]=[CH:15][N:14]=3)[CH2:23][CH2:22]2)=[O:25])[CH2:27][CH2:28]1.